This data is from Peptide-MHC class II binding affinity with 134,281 pairs from IEDB. The task is: Regression. Given a peptide amino acid sequence and an MHC pseudo amino acid sequence, predict their binding affinity value. This is MHC class II binding data. (1) The peptide sequence is AEHQAIVRDVLAASD. The MHC is DRB1_1101 with pseudo-sequence DRB1_1101. The binding affinity (normalized) is 0.306. (2) The peptide sequence is TSFIRNCARKVFNDI. The MHC is DRB1_1501 with pseudo-sequence DRB1_1501. The binding affinity (normalized) is 0.708. (3) The peptide sequence is HELIMKDGRKLVVPCR. The MHC is DRB1_0404 with pseudo-sequence DRB1_0404. The binding affinity (normalized) is 0.117.